From a dataset of Forward reaction prediction with 1.9M reactions from USPTO patents (1976-2016). Predict the product of the given reaction. (1) Given the reactants C(OC1C(=O)N=C(CC2(C3C=CC=CC=3)CCCC2)N2CCN(C3CC3)C(=O)C=12)C1C=CC=CC=1.O[CH2:37][CH2:38][N:39]([CH:69]1[CH2:74][CH2:73][O:72][CH2:71][CH2:70]1)[C:40]([C:42]1[C:47]([O:48][CH2:49][C:50]2[CH:55]=[CH:54][CH:53]=[CH:52][CH:51]=2)=[C:46]([OH:56])[N:45]=[C:44]([CH2:57][C:58]2([C:63]3[CH:68]=[CH:67][CH:66]=[CH:65][CH:64]=3)[CH2:62][CH2:61][CH2:60][CH2:59]2)[N:43]=1)=[O:41], predict the reaction product. The product is: [CH2:49]([O:48][C:47]1[C:46](=[O:56])[N:45]=[C:44]([CH2:57][C:58]2([C:63]3[CH:64]=[CH:65][CH:66]=[CH:67][CH:68]=3)[CH2:59][CH2:60][CH2:61][CH2:62]2)[N:43]2[CH2:37][CH2:38][N:39]([CH:69]3[CH2:70][CH2:71][O:72][CH2:73][CH2:74]3)[C:40](=[O:41])[C:42]=12)[C:50]1[CH:51]=[CH:52][CH:53]=[CH:54][CH:55]=1. (2) Given the reactants [H-].[Al+3].[Li+].[H-].[H-].[H-].[CH2:7]1[C:19]2[N:11]([C:12]3[C:17]([N:18]=2)=[CH:16][C:15]([C:20](OCC)=[O:21])=[CH:14][CH:13]=3)[CH2:10][CH2:9][S:8]1.C(=O)(O)[O-].[Na+].C(OCC)(=O)C, predict the reaction product. The product is: [CH2:7]1[C:19]2[N:11]([C:12]3[C:17]([N:18]=2)=[CH:16][C:15]([CH2:20][OH:21])=[CH:14][CH:13]=3)[CH2:10][CH2:9][S:8]1. (3) Given the reactants [F:1][C:2]1[C:3]([NH:18][CH:19]([C:24]2([CH3:29])[CH2:28]CC[CH2:25]2)[CH2:20][C:21]([OH:23])=[O:22])=[N:4][C:5]([C:8]2[C:16]3[C:11](=[N:12][CH:13]=[C:14]([F:17])[CH:15]=3)[NH:10][N:9]=2)=[N:6][CH:7]=1.ClC1N=C(N[C@@H](C(C)(C)C)CC(OC)=O)C(F)=CN=1.C(O)=O, predict the reaction product. The product is: [F:1][C:2]1[C:3]([NH:18][C@@H:19]([C:24]([CH3:29])([CH3:28])[CH3:25])[CH2:20][C:21]([OH:23])=[O:22])=[N:4][C:5]([C:8]2[C:16]3[C:11](=[N:12][CH:13]=[C:14]([F:17])[CH:15]=3)[NH:10][N:9]=2)=[N:6][CH:7]=1. (4) Given the reactants [Cl:1][C:2]1[C:10]([C:11]([OH:13])=[O:12])=[CH:9][CH:8]=[C:7]2[C:3]=1[C:4](=O)[C:5](=[O:14])[NH:6]2.[OH:16][C:17]1[N:22]=[CH:21][C:20]([CH2:23][C:24]([NH:26][NH2:27])=[O:25])=[CH:19][CH:18]=1, predict the reaction product. The product is: [Cl:1][C:2]1[C:10]([C:11]([OH:13])=[O:12])=[CH:9][CH:8]=[C:7]2[C:3]=1/[C:4](=[N:27]/[NH:26][C:24](=[O:25])[CH2:23][C:20]1[CH:21]=[N:22][C:17]([OH:16])=[CH:18][CH:19]=1)/[C:5](=[O:14])[NH:6]2. (5) The product is: [O:12]1[CH:13]=[CH:14][CH:15]=[C:11]1[C:9]1[NH:10][C:3]2[C:2]([NH:20][C:19]3[CH:21]=[CH:22][C:23]([O:24][C:25]4[CH:26]=[N:27][C:28]([CH3:31])=[CH:29][CH:30]=4)=[C:17]([CH3:16])[CH:18]=3)=[N:7][CH:6]=[N:5][C:4]=2[CH:8]=1. Given the reactants Cl[C:2]1[C:3]2[NH:10][C:9]([C:11]3[O:12][CH:13]=[CH:14][CH:15]=3)=[CH:8][C:4]=2[N:5]=[CH:6][N:7]=1.[CH3:16][C:17]1[CH:18]=[C:19]([CH:21]=[CH:22][C:23]=1[O:24][C:25]1[CH:26]=[N:27][C:28]([CH3:31])=[CH:29][CH:30]=1)[NH2:20].CN1CCCC1=O.C(=O)([O-])O.[Na+], predict the reaction product. (6) Given the reactants [CH2:1]([O:5][C:6]1[CH:7]=[C:8]([C:16](OC)=[O:17])[CH:9]=[C:10]([CH:15]=1)[C:11](OC)=[O:12])[CH2:2][CH2:3][CH3:4].[H-].[H-].[H-].[H-].[Li+].[Al+3], predict the reaction product. The product is: [CH2:1]([O:5][C:6]1[CH:15]=[C:10]([CH2:11][OH:12])[CH:9]=[C:8]([CH2:16][OH:17])[CH:7]=1)[CH2:2][CH2:3][CH3:4]. (7) Given the reactants [CH2:1]([O:8][C:9]1[CH:14]=[CH:13][C:12]([C@@H:15]([O:18][Si](CC)(CC)CC)[CH2:16]I)=[CH:11][C:10]=1[NH:26][S:27]([CH3:30])(=[O:29])=[O:28])[C:2]1[CH:7]=[CH:6][CH:5]=[CH:4][CH:3]=1.[N-:31]=[N+]=[N-].[Na+].C1(P(C2C=CC=CC=2)C2C=CC=CC=2)C=CC=CC=1, predict the reaction product. The product is: [CH2:1]([O:8][C:9]1[CH:14]=[CH:13][C:12]([C@@H:15]([OH:18])[CH2:16][NH2:31])=[CH:11][C:10]=1[NH:26][S:27]([CH3:30])(=[O:29])=[O:28])[C:2]1[CH:7]=[CH:6][CH:5]=[CH:4][CH:3]=1. (8) Given the reactants [CH:1]([NH:4][CH3:5])([CH3:3])[CH3:2].[OH-].[K+].[N+:8]([C:11]1[CH:12]=[C:13]([S:17](Cl)(=[O:19])=[O:18])[CH:14]=[CH:15][CH:16]=1)([O-:10])=[O:9], predict the reaction product. The product is: [CH:1]([N:4]([CH3:5])[S:17]([C:13]1[CH:14]=[CH:15][CH:16]=[C:11]([N+:8]([O-:10])=[O:9])[CH:12]=1)(=[O:18])=[O:19])([CH3:3])[CH3:2]. (9) The product is: [CH3:1][C:2]1([CH3:18])[CH2:3][CH2:4][N:5]([S:8]([C:11]2[CH:12]=[CH:13][C:14]([NH:15][C:27]([C:25]3[O:26][C:22]([N+:19]([O-:21])=[O:20])=[CH:23][CH:24]=3)=[O:28])=[CH:16][CH:17]=2)(=[O:9])=[O:10])[CH2:6][CH2:7]1. Given the reactants [CH3:1][C:2]1([CH3:18])[CH2:7][CH2:6][N:5]([S:8]([C:11]2[CH:17]=[CH:16][C:14]([NH2:15])=[CH:13][CH:12]=2)(=[O:10])=[O:9])[CH2:4][CH2:3]1.[N+:19]([C:22]1[O:26][C:25]([C:27](Cl)=[O:28])=[CH:24][CH:23]=1)([O-:21])=[O:20].C(#N)C, predict the reaction product. (10) The product is: [CH3:1][C:2]1[C:6]2[N:7]=[C:8]([C:10]3[S:11][CH:12]=[CH:13][CH:14]=3)[C:16]3[CH:17]=[CH:18][CH:19]=[CH:20][C:15]=3[C:5]=2[NH:4][N:3]=1. Given the reactants [CH3:1][C:2]1[C:6]([NH:7][C:8]([C:10]2[S:11][CH:12]=[CH:13][CH:14]=2)=O)=[C:5]([C:15]2[CH:20]=[CH:19][CH:18]=[CH:17][CH:16]=2)[NH:4][N:3]=1.O=P12OP3(OP(OP(O3)(O1)=O)(=O)O2)=O, predict the reaction product.